From a dataset of Reaction yield outcomes from USPTO patents with 853,638 reactions. Predict the reaction yield, written as a fraction of the theoretical maximum amount of product (1.0 means a 100% yield; for example, 0.34 means a 34% yield). The reactants are [C:1]([C:5]1[CH:6]=[C:7]([C@H:11]2[CH2:16][C@@H:15]([C:17]3[O:21][NH:20][C:19](=[O:22])[CH:18]=3)[CH2:14][CH2:13][N:12]2C(OC)=O)[CH:8]=[CH:9][CH:10]=1)([CH3:4])([CH3:3])[CH3:2].Br. No catalyst specified. The product is [C:1]([C:5]1[CH:6]=[C:7]([C@H:11]2[CH2:16][C@@H:15]([C:17]3[O:21][NH:20][C:19](=[O:22])[CH:18]=3)[CH2:14][CH2:13][NH:12]2)[CH:8]=[CH:9][CH:10]=1)([CH3:4])([CH3:2])[CH3:3]. The yield is 0.370.